Dataset: Forward reaction prediction with 1.9M reactions from USPTO patents (1976-2016). Task: Predict the product of the given reaction. (1) Given the reactants I[C:2]1[CH:3]=[C:4]([CH2:8][OH:9])[CH:5]=[CH:6][CH:7]=1.[N:10]1[N:11](C2C=CC=CC=2CO)[N:12]=[CH:13][CH:14]=1, predict the reaction product. The product is: [N:10]1[N:11]([C:2]2[CH:3]=[C:4]([CH2:8][OH:9])[CH:5]=[CH:6][CH:7]=2)[N:12]=[CH:13][CH:14]=1. (2) Given the reactants [Br:1][C:2]1[CH:7]=[CH:6][C:5]([C:8]2[S:12][C:11]([NH2:13])=[N:10][N:9]=2)=[CH:4][CH:3]=1.[Cl:14][CH2:15][CH2:16][CH2:17][C:18](Cl)=[O:19].C(=O)([O-])[O-].[K+].[K+], predict the reaction product. The product is: [Br:1][C:2]1[CH:3]=[CH:4][C:5]([C:8]2[S:12][C:11]([NH:13][C:18](=[O:19])[CH2:17][CH2:16][CH2:15][Cl:14])=[N:10][N:9]=2)=[CH:6][CH:7]=1.